This data is from Cav3 T-type calcium channel HTS with 100,875 compounds. The task is: Binary Classification. Given a drug SMILES string, predict its activity (active/inactive) in a high-throughput screening assay against a specified biological target. (1) The drug is O=C1C(CCC\C1=C\Nc1ccc(cc1)C(OCC)=O)C. The result is 0 (inactive). (2) The molecule is O=C(NC1CCCC1)CN(c1ccc(cc1)C(OCC)=O)C(=O)CNC(=O)c1occc1. The result is 0 (inactive). (3) The molecule is S(c1n(c(nn1)C1CCCCC1)CC=C)CC(=O)NCc1cc2OCOc2cc1. The result is 0 (inactive).